Predict the product of the given reaction. From a dataset of Forward reaction prediction with 1.9M reactions from USPTO patents (1976-2016). (1) Given the reactants [Cl:1][C:2]1[S:6][C:5]([C:7]([NH:9][CH2:10][C@H:11]2[C@H:19]3[N:14]([C:15]4[CH:23]=[CH:22][C:21](B5OC(C)(C)C(C)(C)O5)=[CH:20][C:16]=4[O:17][CH2:18]3)[C:13](=[O:33])[O:12]2)=[O:8])=[CH:4][CH:3]=1.[C:34]([NH:38][S:39]([C:42]1[CH:47]=[CH:46][CH:45]=[CH:44][C:43]=1Br)(=[O:41])=[O:40])([CH3:37])([CH3:36])[CH3:35].C(=O)([O-])[O-].[Cs+].[Cs+].CC(=O)OCC, predict the reaction product. The product is: [Cl:1][C:2]1[S:6][C:5]([C:7]([NH:9][CH2:10][C@H:11]2[C@H:19]3[N:14]([C:15]4[CH:23]=[CH:22][C:21]([C:43]5[CH:44]=[CH:45][CH:46]=[CH:47][C:42]=5[S:39]([NH:38][C:34]([CH3:37])([CH3:36])[CH3:35])(=[O:40])=[O:41])=[CH:20][C:16]=4[O:17][CH2:18]3)[C:13](=[O:33])[O:12]2)=[O:8])=[CH:4][CH:3]=1. (2) Given the reactants [C:1]1([C:7]2[NH:8][C:9]([CH:12]3[CH2:17][CH2:16][NH:15][CH2:14][CH2:13]3)=[N:10][N:11]=2)[CH:6]=[CH:5][CH:4]=[CH:3][CH:2]=1.Cl[C:19]1[C:29]([C:30]#[N:31])=[CH:28][C:22]([C:23]([O:25][CH2:26][CH3:27])=[O:24])=[C:21]([CH3:32])[N:20]=1.CCN(C(C)C)C(C)C.O1C=NN=C1.C([O-])(O)=O.[Na+], predict the reaction product. The product is: [C:30]([C:29]1[C:19]([N:15]2[CH2:16][CH2:17][CH:12]([C:9]3[NH:8][C:7]([C:1]4[CH:2]=[CH:3][CH:4]=[CH:5][CH:6]=4)=[N:11][N:10]=3)[CH2:13][CH2:14]2)=[N:20][C:21]([CH3:32])=[C:22]([CH:28]=1)[C:23]([O:25][CH2:26][CH3:27])=[O:24])#[N:31].